This data is from Reaction yield outcomes from USPTO patents with 853,638 reactions. The task is: Predict the reaction yield, written as a fraction of the theoretical maximum amount of product (1.0 means a 100% yield; for example, 0.34 means a 34% yield). (1) The reactants are [ClH:1].C([S:5][C@@H:6]1[CH2:11][CH2:10][N:9]([CH:12]([C:17]2[CH:22]=[CH:21][CH:20]=[CH:19][C:18]=2[F:23])[C:13]([O:15][CH3:16])=[O:14])[CH2:8]/[C:7]/1=[CH:24]\[C:25]1[CH:29]=[CH:28][N:27]([CH2:30][CH2:31][C:32]([O:34][CH2:35][CH3:36])=[O:33])[N:26]=1)(=O)C. The catalyst is CO. The product is [ClH:1].[F:23][C:18]1[CH:19]=[CH:20][CH:21]=[CH:22][C:17]=1[CH:12]([N:9]1[CH2:10][CH2:11][C@@H:6]([SH:5])/[C:7](=[CH:24]/[C:25]2[CH:29]=[CH:28][N:27]([CH2:30][CH2:31][C:32]([O:34][CH2:35][CH3:36])=[O:33])[N:26]=2)/[CH2:8]1)[C:13]([O:15][CH3:16])=[O:14]. The yield is 0.990. (2) The reactants are [NH2:1][C:2]1[N:7]=[C:6]([C:8]2[CH:13]=[C:12]([Br:14])[CH:11]=[CH:10][C:9]=2[OH:15])[CH:5]=[C:4]([NH:16][C:17]2[CH:22]=[CH:21][C:20]([Cl:23])=[CH:19][CH:18]=2)[N:3]=1.[CH3:24][O:25][C:26]1[CH:33]=[CH:32][C:29]([CH2:30]Cl)=[CH:28][CH:27]=1. No catalyst specified. The product is [Br:14][C:12]1[CH:11]=[CH:10][C:9]([O:15][CH2:30][C:29]2[CH:32]=[CH:33][C:26]([O:25][CH3:24])=[CH:27][CH:28]=2)=[C:8]([C:6]2[N:7]=[C:2]([NH2:1])[N:3]=[C:4]([NH:16][C:17]3[CH:22]=[CH:21][C:20]([Cl:23])=[CH:19][CH:18]=3)[CH:5]=2)[CH:13]=1. The yield is 0.500. (3) The reactants are [H-].[Na+].[Cl:3][C:4]1[CH:9]=[CH:8][C:7]([C:10]2[N:11]=[C:12]([NH:15][C:16]([CH:18]3[CH2:20][CH2:19]3)=[O:17])[S:13][CH:14]=2)=[CH:6][CH:5]=1.[CH2:21](I)[CH3:22]. The catalyst is CN(C=O)C. The product is [Cl:3][C:4]1[CH:5]=[CH:6][C:7]([C:10]2[N:11]=[C:12]([N:15]([CH2:21][CH3:22])[C:16]([CH:18]3[CH2:19][CH2:20]3)=[O:17])[S:13][CH:14]=2)=[CH:8][CH:9]=1. The yield is 0.570.